The task is: Predict which catalyst facilitates the given reaction.. This data is from Catalyst prediction with 721,799 reactions and 888 catalyst types from USPTO. (1) Product: [CH3:66][CH:65]([CH3:67])[C@:64]([C:69]([NH:37][C@H:36]([C:35]([N:34]([C@@H:29]([C@@H:30]([CH3:33])[CH2:31][CH3:32])[C@H:28]([O:43][CH3:44])[CH2:27][C:26]([N:22]1[CH2:23][CH2:24][CH2:25][C@H:21]1[C@H:3]([O:2][CH3:1])[C@@H:4]([CH3:20])[C:5]([NH:7][C@@H:8]([CH2:9][C:10]1[CH:11]=[CH:12][CH:13]=[CH:14][CH:15]=1)[C:16]([O:18][CH3:19])=[O:17])=[O:6])=[O:45])[CH3:42])=[O:41])[CH:38]([CH3:39])[CH3:40])=[O:70])([CH3:68])[NH2:63]. Reactant: [CH3:1][O:2][C@@H:3]([C@@H:21]1[CH2:25][CH2:24][CH2:23][N:22]1[C:26](=[O:45])[CH2:27][C@@H:28]([O:43][CH3:44])[C@@H:29]([N:34]([CH3:42])[C:35](=[O:41])[C@H:36]([CH:38]([CH3:40])[CH3:39])[NH2:37])[C@@H:30]([CH3:33])[CH2:31][CH3:32])[C@@H:4]([CH3:20])[C:5]([NH:7][C@H:8]([C:16]([O:18][CH3:19])=[O:17])[CH2:9][C:10]1[CH:15]=[CH:14][CH:13]=[CH:12][CH:11]=1)=[O:6].C1C2C(COC([NH:63][C@@:64]([C:69](O)=[O:70])([CH3:68])[CH:65]([CH3:67])[CH3:66])=O)C3C(=CC=CC=3)C=2C=CC=1.CCN(C(C)C)C(C)C.CN(C(ON1N=NC2C=CC=NC1=2)=[N+](C)C)C.F[P-](F)(F)(F)(F)F.C(NCC)C. The catalyst class is: 4. (2) Reactant: [O:1]1[C:5]2[CH:6]=[CH:7][CH:8]=[CH:9][C:4]=2[CH:3]=[C:2]1[S:10]([NH:13][C:14]1[CH:19]=[C:18]([Cl:20])[CH:17]=[CH:16][C:15]=1[S:21][CH2:22][C:23]1[CH:24]=[C:25]([NH:29][C:30](=[O:32])[CH3:31])[CH:26]=[CH:27][CH:28]=1)(=[O:12])=[O:11].C1C=C(Cl)C=C(C(OO)=[O:41])C=1. Product: [O:1]1[C:5]2[CH:6]=[CH:7][CH:8]=[CH:9][C:4]=2[CH:3]=[C:2]1[S:10]([NH:13][C:14]1[CH:19]=[C:18]([Cl:20])[CH:17]=[CH:16][C:15]=1[S:21]([CH2:22][C:23]1[CH:24]=[C:25]([NH:29][C:30](=[O:32])[CH3:31])[CH:26]=[CH:27][CH:28]=1)=[O:41])(=[O:11])=[O:12]. The catalyst class is: 2. (3) Reactant: [C:1]([C:3]1([CH3:15])[CH2:7][CH2:6][N:5](C(OC(C)(C)C)=O)[CH2:4]1)#[N:2].[ClH:16]. Product: [ClH:16].[CH3:15][C:3]1([C:1]#[N:2])[CH2:7][CH2:6][NH:5][CH2:4]1. The catalyst class is: 5. (4) Reactant: [H-].[H-].[H-].[H-].[Li+].[Al+3].C[O:8][C:9]([C:11]1[C:20]([CH3:21])=[C:19]([O:22][CH2:23][C:24]2[CH:29]=[CH:28][CH:27]=[CH:26][CH:25]=2)[C:18]2[C:13](=[CH:14][CH:15]=[C:16]([F:30])[CH:17]=2)[CH:12]=1)=O. Product: [CH2:23]([O:22][C:19]1[C:18]2[C:13](=[CH:14][CH:15]=[C:16]([F:30])[CH:17]=2)[CH:12]=[C:11]([CH2:9][OH:8])[C:20]=1[CH3:21])[C:24]1[CH:25]=[CH:26][CH:27]=[CH:28][CH:29]=1. The catalyst class is: 1.